The task is: Predict the product of the given reaction.. This data is from Forward reaction prediction with 1.9M reactions from USPTO patents (1976-2016). (1) Given the reactants [CH2:1]([O:8][C:9]([C@H:11]1[N:16]([C:17]([O:19][CH2:20][C:21]2[CH:26]=[CH:25][CH:24]=[CH:23][CH:22]=2)=[O:18])[CH2:15][C@H:14]2[C@@H:12]1[O:13]2)=[O:10])[C:2]1[CH:7]=[CH:6][CH:5]=[CH:4][CH:3]=1.[CH2:27]([OH:30])[CH:28]=[CH2:29], predict the reaction product. The product is: [CH2:27]([O:30][C@@H:14]1[CH2:15][N:16]([C:17]([O:19][CH2:20][C:21]2[CH:26]=[CH:25][CH:24]=[CH:23][CH:22]=2)=[O:18])[C@H:11]([C:9]([O:8][CH2:1][C:2]2[CH:7]=[CH:6][CH:5]=[CH:4][CH:3]=2)=[O:10])[C@H:12]1[OH:13])[CH:28]=[CH2:29]. (2) The product is: [ClH:35].[NH2:4][CH2:10][C:25]([C:22]1[CH:23]=[CH:24][C:19]([O:18][CH2:11][C:12]2[CH:17]=[CH:16][CH:15]=[CH:14][CH:13]=2)=[CH:20][CH:21]=1)=[O:28]. Given the reactants C1N2CN3[CH2:10][N:4](C2)CN1C3.[CH2:11]([O:18][C:19]1[CH:24]=[CH:23][C:22]([C:25](=[O:28])CBr)=[CH:21][CH:20]=1)[C:12]1[CH:17]=[CH:16][CH:15]=[CH:14][CH:13]=1.CCOCC.C(Cl)(Cl)[Cl:35], predict the reaction product.